This data is from Peptide-MHC class I binding affinity with 185,985 pairs from IEDB/IMGT. The task is: Regression. Given a peptide amino acid sequence and an MHC pseudo amino acid sequence, predict their binding affinity value. This is MHC class I binding data. (1) The peptide sequence is KLLNRVIGY. The MHC is HLA-A03:01 with pseudo-sequence HLA-A03:01. The binding affinity (normalized) is 0.756. (2) The peptide sequence is IPEWDFISTP. The MHC is Mamu-A2201 with pseudo-sequence Mamu-A2201. The binding affinity (normalized) is 0.0155. (3) The peptide sequence is KSYAQMWTL. The MHC is HLA-A32:01 with pseudo-sequence HLA-A32:01. The binding affinity (normalized) is 0.741. (4) The peptide sequence is QYVRSGKDHV. The MHC is HLA-A26:01 with pseudo-sequence HLA-A26:01. The binding affinity (normalized) is 0.